From a dataset of Reaction yield outcomes from USPTO patents with 853,638 reactions. Predict the reaction yield, written as a fraction of the theoretical maximum amount of product (1.0 means a 100% yield; for example, 0.34 means a 34% yield). The reactants are [Br:1]N1C(=O)CCC1=O.C1(P(C2C=CC=CC=2)C2C=CC=CC=2)C=CC=CC=1.N1C=CC=CC=1.[CH:34]1([O:39][C:40](=[O:54])[C@@H:41]([NH:46][C:47]([O:49][C:50]([CH3:53])([CH3:52])[CH3:51])=[O:48])[CH2:42][CH2:43][CH2:44]O)[CH2:38][CH2:37][CH2:36][CH2:35]1. The catalyst is C(Cl)Cl. The product is [CH:34]1([O:39][C:40](=[O:54])[C@@H:41]([NH:46][C:47]([O:49][C:50]([CH3:53])([CH3:52])[CH3:51])=[O:48])[CH2:42][CH2:43][CH2:44][Br:1])[CH2:38][CH2:37][CH2:36][CH2:35]1. The yield is 0.550.